Dataset: Reaction yield outcomes from USPTO patents with 853,638 reactions. Task: Predict the reaction yield, written as a fraction of the theoretical maximum amount of product (1.0 means a 100% yield; for example, 0.34 means a 34% yield). (1) The reactants are Br[C:2]1[CH:7]=[CH:6][C:5]([C@H:8]([NH:10][C:11](=[O:17])[O:12][C:13]([CH3:16])([CH3:15])[CH3:14])[CH3:9])=[CH:4][CH:3]=1.[B:18]1([B:18]2[O:22][C:21]([CH3:24])([CH3:23])[C:20]([CH3:26])([CH3:25])[O:19]2)[O:22][C:21]([CH3:24])([CH3:23])[C:20]([CH3:26])([CH3:25])[O:19]1. No catalyst specified. The product is [CH3:25][C:20]1([CH3:26])[C:21]([CH3:24])([CH3:23])[O:22][B:18]([C:2]2[CH:7]=[CH:6][C:5]([C@H:8]([NH:10][C:11](=[O:17])[O:12][C:13]([CH3:16])([CH3:15])[CH3:14])[CH3:9])=[CH:4][CH:3]=2)[O:19]1. The yield is 0.770. (2) The reactants are Br[C:2]1[C:3]([N:25]2[CH2:30][CH2:29][CH2:28][C@@H:27]([NH:31][C:32]([O:34][C:35]([CH3:38])([CH3:37])[CH3:36])=[O:33])[CH2:26]2)=[C:4]2[C:10]([NH:11][C:12](=[O:17])[CH2:13][CH2:14][O:15][CH3:16])=[CH:9][N:8]([C:18]([O:20][C:21]([CH3:24])([CH3:23])[CH3:22])=[O:19])[C:5]2=[N:6][CH:7]=1.[CH:39]1(B(O)O)[CH2:41][CH2:40]1.C1(P(C2CCCCC2)C2CCCCC2)CCCCC1.[O-]P([O-])([O-])=O.[K+].[K+].[K+]. The catalyst is C1(C)C=CC=CC=1.O.CCOC(C)=O.O.C(O[Pd]OC(=O)C)(=O)C.CC#N.O. The yield is 0.220. The product is [C:35]([O:34][C:32]([NH:31][C@@H:27]1[CH2:28][CH2:29][CH2:30][N:25]([C:3]2[C:2]([CH:39]3[CH2:41][CH2:40]3)=[CH:7][N:6]=[C:5]3[N:8]([C:18]([O:20][C:21]([CH3:24])([CH3:22])[CH3:23])=[O:19])[CH:9]=[C:10]([NH:11][C:12](=[O:17])[CH2:13][CH2:14][O:15][CH3:16])[C:4]=23)[CH2:26]1)=[O:33])([CH3:38])([CH3:36])[CH3:37]. (3) The reactants are [F:1][C:2]1[CH:3]=[C:4]([C:12]([C:14]2[CH:19]=[CH:18][C:17]([F:20])=[CH:16][CH:15]=2)=O)[CH:5]=[C:6]([C:8]([F:11])([F:10])[F:9])[CH:7]=1.Cl.[NH2:22][OH:23]. The catalyst is N1C=CC=CC=1. The product is [F:1][C:2]1[CH:3]=[C:4]([C:12]([C:14]2[CH:19]=[CH:18][C:17]([F:20])=[CH:16][CH:15]=2)=[N:22][OH:23])[CH:5]=[C:6]([C:8]([F:11])([F:10])[F:9])[CH:7]=1. The yield is 1.00. (4) The reactants are Br.C(O)(=O)C.[OH:6][B:7]1[C:11]2[CH:12]=[CH:13][C:14]([O:16][C:17]3[CH:24]=[CH:23][C:20]([C:21]#[N:22])=[C:19]([O:25]C)[N:18]=3)=[CH:15][C:10]=2[CH2:9][O:8]1. The catalyst is O. The product is [OH:25][C:19]1[N:18]=[C:17]([O:16][C:14]2[CH:13]=[CH:12][C:11]3[B:7]([OH:6])[O:8][CH2:9][C:10]=3[CH:15]=2)[CH:24]=[CH:23][C:20]=1[C:21]#[N:22]. The yield is 0.100. (5) The yield is 0.283. The reactants are [CH2:1]([O:3][C:4]([C:6]1[CH:7]=[C:8]2[C:13](=[CH:14][CH:15]=1)[NH:12][CH:11]([C:16]1[CH:17]=[N:18][CH:19]=[C:20]([Br:22])[CH:21]=1)[C:10]([CH3:24])([CH3:23])[CH:9]2O)=[O:5])[CH3:2].FC(F)(F)C(O)=O. The product is [CH2:1]([O:3][C:4]([C:6]1[CH:7]=[C:8]2[C:13](=[CH:14][CH:15]=1)[NH:12][CH:11]([C:16]1[CH:17]=[N:18][CH:19]=[C:20]([Br:22])[CH:21]=1)[C:10]([CH3:23])([CH3:24])[CH2:9]2)=[O:5])[CH3:2]. The catalyst is C([SiH](CC)CC)C. (6) The reactants are [OH:1][C:2]1[CH:3]=[C:4]([CH:8]=[CH:9][C:10]=1[CH3:11])[C:5]([OH:7])=O.[CH2:12]1[C@H:21]2[C@H:16]([CH2:17][CH2:18][C:19]3[CH:25]=[CH:24][CH:23]=[CH:22][C:20]=32)[NH:15][CH2:14][CH2:13]1.F[P-](F)(F)(F)(F)F.N1(OC(N(C)C)=[N+](C)C)C2N=CC=CC=2N=N1. No catalyst specified. The product is [CH2:12]1[C@H:21]2[C@H:16]([CH2:17][CH2:18][C:19]3[CH:25]=[CH:24][CH:23]=[CH:22][C:20]=32)[N:15]([C:5]([C:4]2[CH:8]=[CH:9][C:10]([CH3:11])=[C:2]([OH:1])[CH:3]=2)=[O:7])[CH2:14][CH2:13]1. The yield is 0.770. (7) The yield is 0.400. The product is [CH3:36][CH:35]([O:15][C:14](=[O:16])[CH2:13][CH2:12][CH2:11][C:10]1[N:2]([CH3:1])[C:3]2[CH:4]=[CH:5][C:6]([N:17]([CH2:18][CH2:19][Cl:20])[CH2:21][CH2:22][Cl:23])=[CH:7][C:8]=2[N:9]=1)[CH2:34][CH2:33][CH2:32][CH2:31][CH2:30][CH2:29][CH2:28][CH2:27][CH2:26][CH3:25]. The catalyst is CN(C1C=CN=CC=1)C. The reactants are [CH3:1][N:2]1[C:10]([CH2:11][CH2:12][CH2:13][C:14]([OH:16])=[O:15])=[N:9][C:8]2[CH:7]=[C:6]([N:17]([CH2:21][CH2:22][Cl:23])[CH2:18][CH2:19][Cl:20])[CH:5]=[CH:4][C:3]1=2.Cl.[CH3:25][CH:26](O)[CH2:27][CH2:28][CH2:29][CH2:30][CH2:31][CH2:32][CH2:33][CH2:34][CH2:35][CH3:36].C1(N=C=NC2CCCCC2)CCCCC1.